This data is from Forward reaction prediction with 1.9M reactions from USPTO patents (1976-2016). The task is: Predict the product of the given reaction. (1) Given the reactants Cl[C:2]1[CH:7]=[CH:6][N:5]=[C:4]([NH2:8])[CH:3]=1.C([O-])([O-])=O.[K+].[K+].[NH:15]1[CH2:19][CH2:18][CH2:17][CH2:16]1.O, predict the reaction product. The product is: [N:15]1([C:6]2[N:5]=[C:4]([NH2:8])[CH:3]=[CH:2][CH:7]=2)[CH2:19][CH2:18][CH2:17][CH2:16]1. (2) The product is: [S:6]1[CH:7]=[CH:8][C:4]2[CH:3]=[C:2]([C:27](=[O:31])[CH2:28][CH2:29][CH3:30])[CH:10]=[CH:9][C:5]1=2. Given the reactants Br[C:2]1[CH:10]=[CH:9][C:5]2[S:6][CH:7]=[CH:8][C:4]=2[CH:3]=1.[Mg].II.BrC1SC2C=CC=CC=2C=1.CON(C)[C:27](=[O:31])[CH2:28][CH2:29][CH3:30], predict the reaction product. (3) Given the reactants ClC(OC(Cl)C)=O.C([N:15]1[C@H:20]([CH3:21])[CH2:19][N:18]([C:22]2[CH:31]=[CH:30][C:29]([C:32]#[N:33])=[C:28]3[C:23]=2[CH:24]=[CH:25][CH:26]=[N:27]3)[C@@H:17]([CH3:34])[CH2:16]1)C1C=CC=CC=1, predict the reaction product. The product is: [CH3:34][C@H:17]1[CH2:16][NH:15][C@H:20]([CH3:21])[CH2:19][N:18]1[C:22]1[CH:31]=[CH:30][C:29]([C:32]#[N:33])=[C:28]2[C:23]=1[CH:24]=[CH:25][CH:26]=[N:27]2. (4) Given the reactants [N+:1]([C:4]1[CH:12]=[C:11]([Cl:13])[CH:10]=[CH:9][C:5]=1[C:6]([OH:8])=O)([O-:3])=[O:2].C(Cl)(=O)C(Cl)=O.N1C=CC=CC=1.[NH2:26][C:27]1[CH:32]=[CH:31][C:30]([Cl:33])=[CH:29][N:28]=1, predict the reaction product. The product is: [Cl:33][C:30]1[CH:31]=[CH:32][C:27]([NH:26][C:6](=[O:8])[C:5]2[CH:9]=[CH:10][C:11]([Cl:13])=[CH:12][C:4]=2[N+:1]([O-:3])=[O:2])=[N:28][CH:29]=1. (5) Given the reactants Cl.[NH2:2][O:3][CH2:4][CH2:5][CH3:6].[C:7]([CH:10]1[CH2:13][N:12]([C:14](=[O:34])/[CH:15]=[CH:16]/[C:17]2[CH:18]=[C:19]3[C:30](=[N:31][CH:32]=2)[NH:29][C:28](=[O:33])[C:21]2([CH2:26][CH2:25][N:24]([CH3:27])[CH2:23][CH2:22]2)[CH2:20]3)[CH2:11]1)(=O)[CH3:8], predict the reaction product. The product is: [CH3:27][N:24]1[CH2:25][CH2:26][C:21]2([CH2:20][C:19]3[C:30](=[N:31][CH:32]=[C:17](/[CH:16]=[CH:15]/[C:14](=[O:34])[N:12]4[CH2:11][CH:10](/[C:7](=[N:2]/[O:3][CH2:4][CH2:5][CH3:6])/[CH3:8])[CH2:13]4)[CH:18]=3)[NH:29][C:28]2=[O:33])[CH2:22][CH2:23]1. (6) Given the reactants C([O:3][C:4]([C:6]1[CH:7]=[N:8][N:9]2[CH:14]=[C:13]([CH2:15][CH2:16][CH2:17][OH:18])[CH:12]=[N:11][C:10]=12)=[O:5])C.Cl, predict the reaction product. The product is: [OH:18][CH2:17][CH2:16][CH2:15][C:13]1[CH:12]=[N:11][C:10]2[N:9]([N:8]=[CH:7][C:6]=2[C:4]([OH:5])=[O:3])[CH:14]=1.